This data is from Catalyst prediction with 721,799 reactions and 888 catalyst types from USPTO. The task is: Predict which catalyst facilitates the given reaction. (1) Reactant: [CH:1]([O:4][C:5]1[CH:27]=[N:26][C:8]2[N:9]([CH3:25])[C:10](=[O:24])[N:11]([CH2:14][CH2:15][CH2:16][O:17][CH:18]3[CH2:23][CH2:22][CH2:21][CH2:20][O:19]3)[C:12](=[O:13])[C:7]=2[CH:6]=1)([CH3:3])[CH3:2].[Li+].CC([N-]C(C)C)C.[CH3:36][CH:37]([CH3:41])[CH2:38][CH:39]=[O:40]. Product: [OH:40][CH:39]([C:6]1[C:7]2[C:12](=[O:13])[N:11]([CH2:14][CH2:15][CH2:16][O:17][CH:18]3[CH2:23][CH2:22][CH2:21][CH2:20][O:19]3)[C:10](=[O:24])[N:9]([CH3:25])[C:8]=2[N:26]=[CH:27][C:5]=1[O:4][CH:1]([CH3:3])[CH3:2])[CH2:38][CH:37]([CH3:41])[CH3:36]. The catalyst class is: 1. (2) Reactant: [NH2:1][C:2]1[CH:7]=[C:6]([Cl:8])[C:5]([OH:9])=[C:4]([Cl:10])[CH:3]=1.[CH3:11][C:12]([O:15][C:16](O[C:16]([O:15][C:12]([CH3:14])([CH3:13])[CH3:11])=[O:17])=[O:17])([CH3:14])[CH3:13]. Product: [C:12]([O:15][C:16](=[O:17])[NH:1][C:2]1[CH:7]=[C:6]([Cl:8])[C:5]([OH:9])=[C:4]([Cl:10])[CH:3]=1)([CH3:14])([CH3:13])[CH3:11]. The catalyst class is: 12. (3) Reactant: [Br:1][C:2]1[CH:7]=[CH:6][C:5](I)=[C:4]([O:9][CH3:10])[CH:3]=1.[N:11]1([C:17]([O:19][C:20]([CH3:23])([CH3:22])[CH3:21])=[O:18])[CH2:16][CH2:15][NH:14][CH2:13][CH2:12]1.CC(C)([O-])C.[Na+].CC1(C)C2C(=C(P(C3C=CC=CC=3)C3C=CC=CC=3)C=CC=2)OC2C(P(C3C=CC=CC=3)C3C=CC=CC=3)=CC=CC1=2. Product: [Br:1][C:2]1[CH:7]=[CH:6][C:5]([N:14]2[CH2:13][CH2:12][N:11]([C:17]([O:19][C:20]([CH3:23])([CH3:22])[CH3:21])=[O:18])[CH2:16][CH2:15]2)=[C:4]([O:9][CH3:10])[CH:3]=1. The catalyst class is: 101.